This data is from Catalyst prediction with 721,799 reactions and 888 catalyst types from USPTO. The task is: Predict which catalyst facilitates the given reaction. (1) Reactant: [OH:1][CH:2]([CH2:6][S:7]([CH2:10][C:11]1[CH:16]=[CH:15][CH:14]=[CH:13][CH:12]=1)(=[O:9])=[O:8])[C:3]([OH:5])=O.C(Cl)CCl.C1C=C[C:24]2[N:29](O)N=[N:27][C:25]=2C=1.Cl.NCC#N.CN1CCOCC1. Product: [C:25]([CH2:24][NH:29][C:3](=[O:5])[C@@H:2]([OH:1])[CH2:6][S:7]([CH2:10][C:11]1[CH:16]=[CH:15][CH:14]=[CH:13][CH:12]=1)(=[O:9])=[O:8])#[N:27]. The catalyst class is: 399. (2) Reactant: Cl[C:2]1[C:7]([Cl:8])=[CH:6][C:5]([C:9]([F:12])([F:11])[F:10])=[CH:4][N:3]=1.[NH:13]1[CH2:16][CH:15]([NH:17][C:18](=[O:24])[O:19][C:20]([CH3:23])([CH3:22])[CH3:21])[CH2:14]1.C([O-])([O-])=O.[K+].[K+]. Product: [Cl:8][C:7]1[C:2]([N:13]2[CH2:16][CH:15]([NH:17][C:18](=[O:24])[O:19][C:20]([CH3:22])([CH3:21])[CH3:23])[CH2:14]2)=[N:3][CH:4]=[C:5]([C:9]([F:12])([F:11])[F:10])[CH:6]=1. The catalyst class is: 3. (3) Reactant: [Br:1][C:2]1[CH:3]=[C:4]2[C:12](=[CH:13][CH:14]=1)[NH:11][C:10]1[C:9](=O)[CH2:8][CH2:7][CH2:6][C:5]2=1.[NH2:16][C:17]1[CH:22]=[CH:21][CH:20]=[CH:19][CH:18]=1.C1(C)C=CC(S(O)(=O)=O)=CC=1.[BH4-].[Na+]. Product: [Br:1][C:2]1[CH:3]=[C:4]2[C:12](=[CH:13][CH:14]=1)[NH:11][C:10]1[CH:9]([NH:16][C:17]3[CH:22]=[CH:21][CH:20]=[CH:19][CH:18]=3)[CH2:8][CH2:7][CH2:6][C:5]2=1. The catalyst class is: 11. (4) Reactant: [ClH:1].O1CCOCC1.[CH3:8][N:9]1[CH2:14][CH2:13][N:12]([C:15]2[CH:43]=[CH:42][C:18]([C:19]([NH:21][C:22]3[C:23]4[CH2:34][N:33](C(OC(C)(C)C)=O)[CH2:32][C:24]=4[N:25]([C:27]([O:29][CH2:30][CH3:31])=[O:28])[N:26]=3)=[O:20])=[CH:17][CH:16]=2)[CH2:11][CH2:10]1. Product: [ClH:1].[ClH:1].[ClH:1].[CH3:8][N:9]1[CH2:10][CH2:11][N:12]([C:15]2[CH:43]=[CH:42][C:18]([C:19]([NH:21][C:22]3[C:23]4[CH2:34][NH:33][CH2:32][C:24]=4[N:25]([C:27]([O:29][CH2:30][CH3:31])=[O:28])[N:26]=3)=[O:20])=[CH:17][CH:16]=2)[CH2:13][CH2:14]1. The catalyst class is: 2. (5) Reactant: CO[C:3]([C:5]1[CH:10]=[CH:9][N:8]2[CH:11]=[N:12][CH:13]=[C:7]2[C:6]=1[NH:14][C:15]1[CH:20]=[CH:19][C:18]([Br:21])=[CH:17][C:16]=1[Cl:22])=[O:4].[OH-].[Na+].[CH:25]([O:27][CH2:28][CH2:29][O:30][NH2:31])=[CH2:26].CCN=C=NCCCN(C)C.C1C=CC2N(O)N=NC=2C=1. Product: [CH:25]([O:27][CH2:28][CH2:29][O:30][NH:31][C:3]([C:5]1[CH:10]=[CH:9][N:8]2[CH:11]=[N:12][CH:13]=[C:7]2[C:6]=1[NH:14][C:15]1[CH:20]=[CH:19][C:18]([Br:21])=[CH:17][C:16]=1[Cl:22])=[O:4])=[CH2:26]. The catalyst class is: 13.